From a dataset of Reaction yield outcomes from USPTO patents with 853,638 reactions. Predict the reaction yield, written as a fraction of the theoretical maximum amount of product (1.0 means a 100% yield; for example, 0.34 means a 34% yield). (1) The reactants are [NH2:1][C:2]1[NH:3][C:4](=[O:12])[C:5]2[NH:10][C:9]([CH3:11])=[CH:8][C:6]=2[N:7]=1.[CH3:13][C:14]([CH3:19])([CH3:18])[C:15](Cl)=[O:16].C(N(CC)CC)C. The catalyst is ClC(Cl)C.CN(C1C=CN=CC=1)C.ClCCl. The product is [CH3:13][C:14]([CH3:19])([CH3:18])[C:15]([NH:1][C:2]1[NH:3][C:4](=[O:12])[C:5]2[NH:10][C:9]([CH3:11])=[CH:8][C:6]=2[N:7]=1)=[O:16]. The yield is 0.670. (2) The reactants are [CH3:1][C:2]1[C:6]2[CH:7]=[C:8]3[C:13]4([C:21]5[C:16](=[CH:17][CH:18]=[CH:19][CH:20]=5)[NH:15][C:14]4=[O:22])[CH2:12][O:11][C:9]3=[CH:10][C:5]=2[O:4][N:3]=1.[H-].[Na+].Br[CH2:26][C:27]1[O:28][C:29]([C:32]([F:35])([F:34])[F:33])=[CH:30][CH:31]=1. The catalyst is CN(C)C=O.C(OCC)(=O)C. The product is [CH3:1][C:2]1[C:6]2[CH:7]=[C:8]3[C:13]4([C:21]5[C:16](=[CH:17][CH:18]=[CH:19][CH:20]=5)[N:15]([CH2:26][C:27]5[O:28][C:29]([C:32]([F:35])([F:34])[F:33])=[CH:30][CH:31]=5)[C:14]4=[O:22])[CH2:12][O:11][C:9]3=[CH:10][C:5]=2[O:4][N:3]=1. The yield is 0.800. (3) The reactants are [C:1]([CH2:3][CH:4]([N:19]1[CH:23]=[CH:22][C:21]([C:24]2[C:25]3[CH:32]=[CH:31][N:30]([CH2:33][O:34][CH2:35][CH2:36][Si:37]([CH3:40])([CH3:39])[CH3:38])[C:26]=3[N:27]=[CH:28][N:29]=2)=[CH:20]1)[CH2:5][N:6]1[CH2:11][CH2:10][N:9](C(OC(C)(C)C)=O)[CH2:8][CH2:7]1)#[N:2].[ClH:41]. The catalyst is O1CCOCC1. The product is [ClH:41].[N:6]1([CH2:5][CH:4]([N:19]2[CH:23]=[CH:22][C:21]([C:24]3[C:25]4[CH:32]=[CH:31][N:30]([CH2:33][O:34][CH2:35][CH2:36][Si:37]([CH3:38])([CH3:40])[CH3:39])[C:26]=4[N:27]=[CH:28][N:29]=3)=[CH:20]2)[CH2:3][C:1]#[N:2])[CH2:11][CH2:10][NH:9][CH2:8][CH2:7]1. The yield is 1.00. (4) The reactants are [CH3:1][C:2]([CH3:8])([CH3:7])[CH2:3][C:4](Cl)=[O:5].[Br:9][C:10]1[CH:15]=[CH:14][C:13](N)=[C:12]([C:17]([F:20])([F:19])[F:18])[CH:11]=1.O.C(#[N:24])C. No catalyst specified. The product is [Br:9][C:10]1[CH:15]=[CH:14][C:13]([CH:3]([C:2]([CH3:8])([CH3:7])[CH3:1])[C:4]([NH2:24])=[O:5])=[C:12]([C:17]([F:18])([F:19])[F:20])[CH:11]=1. The yield is 0.790. (5) The reactants are C([O:3][C:4](=[O:25])[CH2:5][CH2:6][C:7]1[CH:12]=[CH:11][C:10]([S:13][CH2:14][CH2:15][C@H:16]([O:18]S(C)(=O)=O)[CH3:17])=[CH:9][C:8]=1[CH2:23][CH3:24])C.[O:26]([C:33]1[CH:38]=[C:37]([C:39]([F:42])([F:41])[F:40])[CH:36]=[CH:35][C:34]=1O)[C:27]1[CH:32]=[CH:31][CH:30]=[CH:29][CH:28]=1.C(=O)([O-])[O-].[Cs+].[Cs+].[OH-].[Na+]. The catalyst is CN(C=O)C. The product is [CH2:23]([C:8]1[CH:9]=[C:10]([S:13][CH2:14][CH2:15][C@@H:16]([O:18][C:34]2[CH:35]=[CH:36][C:37]([C:39]([F:42])([F:41])[F:40])=[CH:38][C:33]=2[O:26][C:27]2[CH:28]=[CH:29][CH:30]=[CH:31][CH:32]=2)[CH3:17])[CH:11]=[CH:12][C:7]=1[CH2:6][CH2:5][C:4]([OH:3])=[O:25])[CH3:24]. The yield is 0.400. (6) The reactants are [BH4-].[Na+].[C:3]([O:7][C:8](=[O:27])[CH:9]([CH3:26])[C:10](=[O:25])[CH2:11][CH2:12][C:13]1[CH:18]=[CH:17][C:16]([C:19]2[CH:24]=[CH:23][CH:22]=[CH:21][CH:20]=2)=[CH:15][CH:14]=1)([CH3:6])([CH3:5])[CH3:4].Cl. The catalyst is CO. The product is [C:3]([O:7][C:8](=[O:27])[CH:9]([CH3:26])[CH:10]([OH:25])[CH2:11][CH2:12][C:13]1[CH:14]=[CH:15][C:16]([C:19]2[CH:24]=[CH:23][CH:22]=[CH:21][CH:20]=2)=[CH:17][CH:18]=1)([CH3:6])([CH3:4])[CH3:5]. The yield is 0.960. (7) The reactants are [CH2:1]([NH:5][C:6]1[N:11]2[N:12]=[C:13]([C:23]3[CH:28]=[CH:27][C:26]([F:29])=[CH:25][CH:24]=3)[C:14]([C:15]3[CH:20]=[CH:19][N:18]=[C:17]([S:21][CH3:22])[N:16]=3)=[C:10]2[CH:9]=[CH:8][CH:7]=1)[CH2:2][CH2:3][CH3:4].ClC1C=CC=C(C(OO)=[O:38])C=1. The catalyst is C(Cl)(Cl)Cl.C(=O)(O)[O-].[Na+]. The product is [CH2:1]([NH:5][C:6]1[N:11]2[N:12]=[C:13]([C:23]3[CH:24]=[CH:25][C:26]([F:29])=[CH:27][CH:28]=3)[C:14]([C:15]3[CH:20]=[CH:19][N:18]=[C:17]([S:21]([CH3:22])=[O:38])[N:16]=3)=[C:10]2[CH:9]=[CH:8][CH:7]=1)[CH2:2][CH2:3][CH3:4]. The yield is 0.600. (8) The reactants are CCN(CC)CC.[CH3:8][CH:9]([C:16]1[CH:21]=[CH:20][CH:19]=[CH:18][C:17]=1OS(C(F)(F)F)(=O)=O)[C:10]#[C:11][Si:12]([CH3:15])([CH3:14])[CH3:13].[CH3:30][C:31]1([CH3:38])[C:35]([CH3:37])([CH3:36])[O:34][BH:33][O:32]1. The catalyst is O1CCOCC1.CC([O-])=O.CC([O-])=O.[Pd+2].C1(P(C2C=CC=CC=2)C2C=CC=CC=2OC2C=CC=CC=2P(C2C=CC=CC=2)C2C=CC=CC=2)C=CC=CC=1. The product is [CH3:30][C:31]1([CH3:38])[C:35]([CH3:37])([CH3:36])[O:34][B:33]([C:17]2[CH:18]=[CH:19][CH:20]=[CH:21][C:16]=2[CH:9]([CH3:8])[C:10]#[C:11][Si:12]([CH3:15])([CH3:14])[CH3:13])[O:32]1. The yield is 0.860. (9) The reactants are [NH:1]1[C:5]2[CH:6]=[CH:7][C:8]([NH:10][C:11]([C@@H:13]3[CH2:17][CH2:16][N:15](C(OCC4C=CC=CC=4)=O)[N:14]3[C:28](=[O:48])[C@@H:29]([CH2:36][N:37]([CH:46]=[O:47])[O:38]CC3C=CC=CC=3)[CH2:30][CH:31]3[CH2:35][CH2:34][CH2:33][CH2:32]3)=[O:12])=[CH:9][C:4]=2[N:3]=[N:2]1.O. The catalyst is CO.[OH-].[OH-].[Pd+2]. The product is [NH:1]1[C:5]2[CH:6]=[CH:7][C:8]([NH:10][C:11]([C@@H:13]3[CH2:17][CH2:16][NH:15][N:14]3[C:28](=[O:48])[C@@H:29]([CH2:36][N:37]([CH:46]=[O:47])[OH:38])[CH2:30][CH:31]3[CH2:35][CH2:34][CH2:33][CH2:32]3)=[O:12])=[CH:9][C:4]=2[N:3]=[N:2]1. The yield is 0.750. (10) The reactants are [O-:1][C:2]#[N:3].[Na+].[NH2:5][CH2:6][CH2:7][N:8]1[C:25](=[N:26][C:27]2[C:32]([CH:33]([CH3:35])[CH3:34])=[CH:31][CH:30]=[CH:29][C:28]=2[CH:36]([CH3:38])[CH3:37])[CH:24]=[C:11]2[C:12]3[C:17]([CH2:18][CH2:19][N:10]2[C:9]1=[O:39])=[CH:16][C:15]([O:20][CH3:21])=[C:14]([O:22][CH3:23])[CH:13]=3.[OH-].[Na+]. The catalyst is O.Cl. The product is [C:2]([NH:5][CH2:6][CH2:7][N:8]1[C:25](=[N:26][C:27]2[C:28]([CH:36]([CH3:37])[CH3:38])=[CH:29][CH:30]=[CH:31][C:32]=2[CH:33]([CH3:35])[CH3:34])[CH:24]=[C:11]2[C:12]3[C:17]([CH2:18][CH2:19][N:10]2[C:9]1=[O:39])=[CH:16][C:15]([O:20][CH3:21])=[C:14]([O:22][CH3:23])[CH:13]=3)(=[O:1])[NH2:3]. The yield is 0.170.